Dataset: Full USPTO retrosynthesis dataset with 1.9M reactions from patents (1976-2016). Task: Predict the reactants needed to synthesize the given product. (1) Given the product [C:15]([C:10]1[C:11](=[O:14])[N:12]([CH2:25][CH2:26][CH2:27][C:28]2[CH:33]=[CH:32][CH:31]=[CH:30][C:29]=2[Cl:34])[N:13]=[C:8]([C:5]2[CH:6]=[CH:7][C:2]([F:1])=[C:3]([CH3:19])[CH:4]=2)[CH:9]=1)([OH:17])=[O:16], predict the reactants needed to synthesize it. The reactants are: [F:1][C:2]1[CH:7]=[CH:6][C:5]([C:8]2[CH:9]=[C:10]([C:15]([O:17]C)=[O:16])[C:11](=[O:14])[NH:12][N:13]=2)=[CH:4][C:3]=1[CH3:19].CS(O[CH2:25][CH2:26][CH2:27][C:28]1[CH:33]=[CH:32][CH:31]=[CH:30][C:29]=1[Cl:34])(=O)=O. (2) The reactants are: [N:1]1[CH:6]=[CH:5][CH:4]=[CH:3][C:2]=1[C:7]#[C:8][C:9]1[CH:10]=[CH:11][C:12]([C:15]2[N:19]=[C:18]([C:20]([NH2:23])([CH3:22])[CH3:21])[O:17][N:16]=2)=[N:13][CH:14]=1.[CH3:24]C(O)=O.[BH3-]C#N.[Na+].C=O. Given the product [CH3:24][NH:23][C:20]([C:18]1[O:17][N:16]=[C:15]([C:12]2[CH:11]=[CH:10][C:9]([C:8]#[C:7][C:2]3[CH:3]=[CH:4][CH:5]=[CH:6][N:1]=3)=[CH:14][N:13]=2)[N:19]=1)([CH3:21])[CH3:22], predict the reactants needed to synthesize it. (3) Given the product [C:12]([C:7]1[CH:8]=[C:9]2[C:4](=[CH:5][CH:6]=1)[CH2:3][CH:2]([NH:1][C:19](=[O:20])[O:18][C:15]([CH3:17])([CH3:16])[CH3:14])[CH2:11][CH2:10]2)#[N:13], predict the reactants needed to synthesize it. The reactants are: [NH2:1][CH:2]1[CH2:11][CH2:10][C:9]2[CH:8]=[C:7]([C:12]#[N:13])[CH:6]=[CH:5][C:4]=2[CH2:3]1.[CH3:14][C:15]([O:18][C:19](O[C:19]([O:18][C:15]([CH3:17])([CH3:16])[CH3:14])=[O:20])=[O:20])([CH3:17])[CH3:16]. (4) Given the product [C:14]([O:13][C:11]([N:7]1[C:8]2[C:4](=[CH:3][CH:2]=[CH:10][CH:9]=2)[CH2:5][CH2:6]1)=[O:12])([CH3:17])([CH3:15])[CH3:16], predict the reactants needed to synthesize it. The reactants are: Br[C:2]1[CH:3]=[C:4]2[C:8](=[CH:9][CH:10]=1)[N:7]([C:11]([O:13][C:14]([CH3:17])([CH3:16])[CH3:15])=[O:12])[CH2:6][CH2:5]2.CN(C=O)C.C([Li])(C)(C)C.CCCCC. (5) Given the product [Cl:28][C:25]1[CH:26]=[CH:27][C:22]([C:21]2[C:15]3[O:14][CH:13]([CH2:12][NH2:29])[CH2:17][C:16]=3[CH:18]=[CH:19][CH:20]=2)=[CH:23][CH:24]=1, predict the reactants needed to synthesize it. The reactants are: CC1C=CC(S(O[CH2:12][CH:13]2[CH2:17][C:16]3[CH:18]=[CH:19][CH:20]=[C:21]([C:22]4[CH:27]=[CH:26][C:25]([Cl:28])=[CH:24][CH:23]=4)[C:15]=3[O:14]2)(=O)=O)=CC=1.[N-:29]=[N+]=[N-].[Na+].N(CC1CC2C=C(Cl)C=C(C3C=CSC=3)C=2O1)=[N+]=[N-].N(CC1CC2C=CC=C(C3C=CC(F)=CC=3)C=2O1)=[N+]=[N-].[N-]=[N+]=[N-]. (6) Given the product [CH2:1]([NH:5][CH2:6][C:7]([CH3:10])([CH3:11])[CH2:8][OH:9])[CH2:2][CH2:3][CH3:4], predict the reactants needed to synthesize it. The reactants are: [CH2:1]([NH:5][C:6](=O)[C:7]([CH3:11])([CH3:10])[CH2:8][OH:9])[CH2:2][CH2:3][CH3:4].[H-].[H-].[H-].[H-].[Li+].[Al+3]. (7) Given the product [Cl:19][C:17]1[CH:16]=[C:15]([Cl:20])[CH:14]=[C:13]2[C:18]=1[C:7]([OH:9])=[CH:6][C:5]([C:4]([OH:3])=[O:21])=[CH:12]2, predict the reactants needed to synthesize it. The reactants are: C([O:3][C:4](=[O:21])/[C:5](=[CH:12]/[C:13]1[CH:18]=[C:17]([Cl:19])[CH:16]=[C:15]([Cl:20])[CH:14]=1)/[CH2:6][C:7]([O:9]CC)=O)C.